Dataset: M1 muscarinic receptor agonist screen with 61,833 compounds. Task: Binary Classification. Given a drug SMILES string, predict its activity (active/inactive) in a high-throughput screening assay against a specified biological target. (1) The compound is S(c1nc2OC(=Nc3c(c2nn1)cccc3)C)C. The result is 0 (inactive). (2) The molecule is O=C1N(C(=O)CC1C(c1ccccc1)C)CC(O)=O. The result is 0 (inactive).